The task is: Binary Classification. Given a miRNA mature sequence and a target amino acid sequence, predict their likelihood of interaction.. This data is from Experimentally validated miRNA-target interactions with 360,000+ pairs, plus equal number of negative samples. (1) The miRNA is hsa-miR-193a-3p with sequence AACUGGCCUACAAAGUCCCAGU. The protein sequence of the target gene is MQPPRERLVVTGRAGWMGMGRGAGRSALGFWPTLAFLLCSFPAATSPCKILKCNSEFWSATSGSHAPASDDTPEFCAALRSYALCTRRTARTCRGDLAYHSAVHGIEDLMSQHNCSKDGPTSQPRLRTLPPAGDSQERSDSPEICHYEKSFHKHSATPNYTHCGLFGDPHLRTFTDRFQTCKVQGAWPLIDNNYLNVQVTNTPVLPGSAATATSKLTIIFKNFQECVDQKVYQAEMDELPAAFVDGSKNGGDKHGANSLKITEKVSGQHVEIQAKYIGTTIVVRQVGRYLTFAVRMPEEV.... Result: 1 (interaction). (2) The miRNA is mmu-miR-202-5p with sequence UUCCUAUGCAUAUACUUCUUU. The protein sequence of the target gene is MTILFLTMVISYFGCMKAAPMKEANVHGQGNLAYPAVRTHGTLESVNGPRAGSRGLTTTSLADTFEHVIEELLDEDQKVRPNEENHKDADLYTSRVMLSSQVPLEPPLLFLLEEYKNYLDAANMSMRVRRHSDPARRGELSVCDSISEWVTAADKKTAVDMSGGTVTVLEKVPVSKGQLKQYFYETKCNPMGYTKEGCRGIDKRHWNSQCRTTQSYVRALTMDSKKRIGWRFIRIDTSCVCTLTIKRGR. Result: 0 (no interaction).